Dataset: Full USPTO retrosynthesis dataset with 1.9M reactions from patents (1976-2016). Task: Predict the reactants needed to synthesize the given product. (1) Given the product [CH2:1]([C:8]1[C:9]([Cl:22])=[N:10][C:11]2[C:16]([CH:17]=1)=[CH:15][C:14]([Br:18])=[CH:13][CH:12]=2)[C:2]1[CH:7]=[CH:6][CH:5]=[CH:4][CH:3]=1, predict the reactants needed to synthesize it. The reactants are: [CH2:1]([C:8]1[C:9](=O)[NH:10][C:11]2[C:16]([CH:17]=1)=[CH:15][C:14]([Br:18])=[CH:13][CH:12]=2)[C:2]1[CH:7]=[CH:6][CH:5]=[CH:4][CH:3]=1.P(Cl)(Cl)([Cl:22])=O.C(=O)(O)[O-].[Na+]. (2) Given the product [CH3:26][C:19]1[C:18]([C:27]2[C:32]([F:33])=[CH:31][C:30]([F:34])=[CH:29][C:28]=2[F:35])=[C:17]([CH2:16][N:12]2[CH2:13][CH2:14][CH:9]([CH3:8])[CH2:10][CH2:11]2)[N:22]2[N:23]=[CH:24][N:25]=[C:21]2[N:20]=1, predict the reactants needed to synthesize it. The reactants are: C(N(CC)CC)C.[CH3:8][CH:9]1[CH2:14][CH2:13][NH:12][CH2:11][CH2:10]1.Br[CH2:16][C:17]1[N:22]2[N:23]=[CH:24][N:25]=[C:21]2[N:20]=[C:19]([CH3:26])[C:18]=1[C:27]1[C:32]([F:33])=[CH:31][C:30]([F:34])=[CH:29][C:28]=1[F:35]. (3) Given the product [CH3:8][CH:4]1[NH:3][CH:2]([CH3:1])[CH2:7][N:6]([C:10]2[CH:17]=[CH:16][C:13]([C:14]#[N:15])=[CH:12][N:11]=2)[CH2:5]1, predict the reactants needed to synthesize it. The reactants are: [CH3:1][CH:2]1[CH2:7][NH:6][CH2:5][CH:4]([CH3:8])[NH:3]1.Cl[C:10]1[CH:17]=[CH:16][C:13]([C:14]#[N:15])=[CH:12][N:11]=1. (4) The reactants are: [CH3:1][O:2][C:3]1[CH:4]=[C:5]2[C:10](=[CH:11][C:12]=1[O:13][CH3:14])[N:9]=[CH:8][CH:7]=[C:6]2[OH:15].C(=O)([O-])[O-].[Cs+].[Cs+].F[C:23]1[CH:28]=[CH:27][C:26]([N+:29]([O-:31])=[O:30])=[CH:25][C:24]=1[F:32].CN(C=O)C. Given the product [F:32][C:24]1[CH:25]=[C:26]([N+:29]([O-:31])=[O:30])[CH:27]=[CH:28][C:23]=1[O:15][C:6]1[C:5]2[C:10](=[CH:11][C:12]([O:13][CH3:14])=[C:3]([O:2][CH3:1])[CH:4]=2)[N:9]=[CH:8][CH:7]=1, predict the reactants needed to synthesize it. (5) Given the product [CH3:1][C:2]1[C:7]([CH3:8])=[CH:6][CH:5]=[CH:4][C:3]=1[N:9]1[C:13]([CH2:14][CH2:15][C:16]([NH:31][C:30]2[N:26]([CH2:25][C:24]3[CH:32]=[CH:33][C:21]([O:20][CH3:19])=[CH:22][CH:23]=3)[N:27]=[CH:28][CH:29]=2)=[O:18])=[N:12][N:11]=[N:10]1, predict the reactants needed to synthesize it. The reactants are: [CH3:1][C:2]1[C:7]([CH3:8])=[CH:6][CH:5]=[CH:4][C:3]=1[N:9]1[C:13]([CH2:14][CH2:15][C:16]([OH:18])=O)=[N:12][N:11]=[N:10]1.[CH3:19][O:20][C:21]1[CH:33]=[CH:32][C:24]([CH2:25][N:26]2[C:30]([NH2:31])=[CH:29][CH:28]=[N:27]2)=[CH:23][CH:22]=1.Cl.CN(C)CCCN=C=NCC.